This data is from Forward reaction prediction with 1.9M reactions from USPTO patents (1976-2016). The task is: Predict the product of the given reaction. (1) Given the reactants [F:1][C:2]1[CH:3]=[C:4]([N:11]2[CH2:16][CH2:15][N:14]([C:17]([O:19][C:20]([CH3:23])([CH3:22])[CH3:21])=[O:18])[CH2:13][CH2:12]2)C=[C:6](O)[C:7]=1C=O.[S:24]1[C:28]2[CH:29]=[CH:30][CH:31]=[CH:32][C:27]=2[N:26]=[C:25]1[CH2:33][C:34]([O:36][CH2:37][CH3:38])=[O:35].C(N(CC)C(C)C)(C)C.C(O)(=O)C, predict the reaction product. The product is: [S:24]1[C:28]2[CH:29]=[CH:30][CH:31]=[CH:32][C:27]=2[N:26]=[C:25]1[C:33]1[C:34](=[O:35])[O:36][C:37]2[C:7]([CH:6]=1)=[C:2]([F:1])[CH:3]=[C:4]([N:11]1[CH2:12][CH2:13][N:14]([C:17]([O:19][C:20]([CH3:23])([CH3:22])[CH3:21])=[O:18])[CH2:15][CH2:16]1)[CH:38]=2. (2) Given the reactants [CH2:1]([O:3][C:4]1[CH:13]=[C:12]2[C:7]([C:8]([NH:14][C:15]3[CH:20]=[CH:19][C:18]([O:21][C:22]4[CH:27]=[CH:26][CH:25]=[CH:24][CH:23]=4)=[CH:17][CH:16]=3)=[N:9][CH:10]=[N:11]2)=[CH:6][C:5]=1[N+:28]([O-])=O)[CH3:2].[Cl-].[NH4+], predict the reaction product. The product is: [CH2:1]([O:3][C:4]1[CH:13]=[C:12]2[C:7]([C:8]([NH:14][C:15]3[CH:16]=[CH:17][C:18]([O:21][C:22]4[CH:23]=[CH:24][CH:25]=[CH:26][CH:27]=4)=[CH:19][CH:20]=3)=[N:9][CH:10]=[N:11]2)=[CH:6][C:5]=1[NH2:28])[CH3:2]. (3) Given the reactants FC(F)(F)S(O[C:7]1[CH2:8][CH2:9][N:10]([C:13]([O:15][C:16]([CH3:19])([CH3:18])[CH3:17])=[O:14])[CH2:11][CH:12]=1)(=O)=O.C([O-])(=O)C.[K+].[B:27]1([B:27]2[O:31][C:30]([CH3:33])([CH3:32])[C:29]([CH3:35])([CH3:34])[O:28]2)[O:31][C:30]([CH3:33])([CH3:32])[C:29]([CH3:35])([CH3:34])[O:28]1, predict the reaction product. The product is: [CH3:34][C:29]1([CH3:35])[C:30]([CH3:33])([CH3:32])[O:31][B:27]([C:7]2[CH2:8][CH2:9][N:10]([C:13]([O:15][C:16]([CH3:19])([CH3:18])[CH3:17])=[O:14])[CH2:11][CH:12]=2)[O:28]1. (4) Given the reactants [N:1]1[C:10]2[NH:9][CH2:8][CH2:7][CH2:6][C:5]=2[CH:4]=[CH:3][C:2]=1[CH2:11][CH2:12][CH2:13][NH:14]C(=O)OC(C)(C)C.C(O)(C(F)(F)F)=O, predict the reaction product. The product is: [N:1]1[C:10]2[NH:9][CH2:8][CH2:7][CH2:6][C:5]=2[CH:4]=[CH:3][C:2]=1[CH2:11][CH2:12][CH2:13][NH2:14].